This data is from Full USPTO retrosynthesis dataset with 1.9M reactions from patents (1976-2016). The task is: Predict the reactants needed to synthesize the given product. Given the product [C:1]([O:5][C:6]([N:8]1[C@@H:12]([CH2:13][CH2:14][C:15]2[CH:16]=[CH:17][C:18]([NH2:21])=[CH:19][CH:20]=2)[CH2:11][O:10][C:9]1([CH3:25])[CH3:24])=[O:7])([CH3:4])([CH3:2])[CH3:3], predict the reactants needed to synthesize it. The reactants are: [C:1]([O:5][C:6]([N:8]1[C@@H:12](/[CH:13]=[CH:14]/[C:15]2[CH:20]=[CH:19][C:18]([N+:21]([O-])=O)=[CH:17][CH:16]=2)[CH2:11][O:10][C:9]1([CH3:25])[CH3:24])=[O:7])([CH3:4])([CH3:3])[CH3:2].C([O-])=O.[NH4+].